This data is from Full USPTO retrosynthesis dataset with 1.9M reactions from patents (1976-2016). The task is: Predict the reactants needed to synthesize the given product. (1) Given the product [CH:1]1([C:4]2[C:5]([N:31]3[CH2:36][CH2:35][C:34]([F:38])([F:37])[CH2:33][CH2:32]3)=[CH:6][C:7]([O:29][CH3:30])=[C:8]([CH:28]=2)[CH2:9][CH:10]2[C:13]3([CH2:17][C:16]([CH:18]4[CH2:23][C:22]([CH3:27])([C:24]([OH:26])=[O:25])[CH2:21][CH2:20][NH:19]4)=[N:15][O:14]3)[CH2:12][NH:11]2)[CH2:2][CH2:3]1, predict the reactants needed to synthesize it. The reactants are: [CH:1]1([C:4]2[C:5]([N:31]3[CH2:36][CH2:35][C:34]([F:38])([F:37])[CH2:33][CH2:32]3)=[CH:6][C:7]([O:29][CH3:30])=[C:8]([CH:28]=2)[CH2:9][CH:10]2[C:13]3([CH2:17][C:16]([CH:18]4[CH2:23][C:22]([CH3:27])([C:24]([O-:26])=[O:25])[CH2:21][CH2:20][NH:19]4)=[N:15][O:14]3)[CH2:12][NH:11]2)[CH2:3][CH2:2]1.[OH-].[Na+].C(O)C.Cl. (2) Given the product [O:16]=[C:9]([NH:8][C:5]1[CH:4]=[N:3][C:2]([C:19]2[CH:18]=[N:17][CH:22]=[CH:21][CH:20]=2)=[CH:7][N:6]=1)[CH2:10][CH2:11][C:12]([O:14][CH3:15])=[O:13], predict the reactants needed to synthesize it. The reactants are: Br[C:2]1[N:3]=[CH:4][C:5]([NH:8][C:9](=[O:16])[CH2:10][CH2:11][C:12]([O:14][CH3:15])=[O:13])=[N:6][CH:7]=1.[N:17]1[CH:22]=[CH:21][CH:20]=[C:19]([Sn](CCCC)(CCCC)CCCC)[CH:18]=1. (3) Given the product [CH3:12][O:13][CH:14]([O:17][CH3:18])[CH2:15][NH:1][C:2]1[CH:3]=[CH:4][C:5]2[CH2:8][CH:7]([C:9]#[N:10])[C:6]=2[CH:11]=1, predict the reactants needed to synthesize it. The reactants are: [NH2:1][C:2]1[CH:3]=[CH:4][C:5]2[CH2:8][CH:7]([C:9]#[N:10])[C:6]=2[CH:11]=1.[CH3:12][O:13][CH:14]([O:17][CH3:18])[CH:15]=O.C(O[BH-](OC(=O)C)OC(=O)C)(=O)C.[Na+].C([O-])(O)=O.[Na+].